This data is from Reaction yield outcomes from USPTO patents with 853,638 reactions. The task is: Predict the reaction yield, written as a fraction of the theoretical maximum amount of product (1.0 means a 100% yield; for example, 0.34 means a 34% yield). (1) The reactants are [S:1]1[C:5]2[CH:6]=[CH:7][CH:8]=[CH:9][C:4]=2[N:3]=[C:2]1[N:10]1[C:14](=[O:15])[C:13](=[CH:16][N:17](C)C)[C:12]([C:20]2[S:21][C:22]([Br:25])=[CH:23][CH:24]=2)=[N:11]1. The catalyst is N.CO. The product is [NH2:17][CH:16]=[C:13]1[C:12]([C:20]2[S:21][C:22]([Br:25])=[CH:23][CH:24]=2)=[N:11][N:10]([C:2]2[S:1][C:5]3[CH:6]=[CH:7][CH:8]=[CH:9][C:4]=3[N:3]=2)[C:14]1=[O:15]. The yield is 0.990. (2) The reactants are [H-].[Na+].[Br:3][C:4]1[CH:5]=[C:6]([C:19]([O:21][C:22]([CH3:25])([CH3:24])[CH3:23])=[O:20])[C:7]2[C:8]3[CH:17]4[NH:18][CH:14]([CH2:15][CH2:16]4)[CH2:13][C:9]=3[NH:10][C:11]=2[CH:12]=1.[CH3:26]I. The catalyst is CN(C=O)C. The product is [Br:3][C:4]1[CH:5]=[C:6]([C:19]([O:21][C:22]([CH3:25])([CH3:24])[CH3:23])=[O:20])[C:7]2[C:8]3[CH:17]4[NH:18][CH:14]([CH2:15][CH2:16]4)[CH2:13][C:9]=3[N:10]([CH3:26])[C:11]=2[CH:12]=1. The yield is 1.00. (3) The reactants are [CH3:1][O:2][C:3](=[O:16])[C:4]1[CH:9]=[C:8]([N+:10]([O-:12])=[O:11])[C:7]([NH2:13])=[C:6]([Cl:14])[C:5]=1F.[NH2:17][C:18]1[CH:23]=[CH:22][CH:21]=[CH:20][CH:19]=1.O. The catalyst is CO. The product is [CH3:1][O:2][C:3](=[O:16])[C:4]1[CH:9]=[C:8]([N+:10]([O-:12])=[O:11])[C:7]([NH2:13])=[C:6]([Cl:14])[C:5]=1[NH:17][C:18]1[CH:23]=[CH:22][CH:21]=[CH:20][CH:19]=1. The yield is 0.840. (4) The reactants are [C:1]([O:5][C:6]([N:8]([C:34]([O:36][C:37]([CH3:40])([CH3:39])[CH3:38])=[O:35])[C:9]1[C:10]2[C:11]3[C:15](=[CH:16][S:17][N:18]=1)[C:14](=[O:19])[CH2:13][C:12]=3[NH:20][N:21]([CH2:23][C:24]1[C:29]([CH3:30])=[C:28]([O:31][CH3:32])[C:27]([CH3:33])=[CH:26][N:25]=1)[N:22]=2)=[O:7])([CH3:4])([CH3:3])[CH3:2].C(N(CC)CC)C.[F:48][C:49]([F:62])([F:61])[S:50](O[S:50]([C:49]([F:62])([F:61])[F:48])(=[O:52])=[O:51])(=[O:52])=[O:51].[Cl-].[NH4+]. The catalyst is ClCCl. The product is [F:48][C:49]([F:62])([F:61])[S:50]([O:19][C:14]1[C:15]2[CH2:16][S:17][N:18]=[C:9]([N:8]([C:34]([O:36][C:37]([CH3:40])([CH3:39])[CH3:38])=[O:35])[C:6]([O:5][C:1]([CH3:3])([CH3:4])[CH3:2])=[O:7])[C:10]3=[N:22][N:21]([CH2:23][C:24]4[C:29]([CH3:30])=[C:28]([O:31][CH3:32])[C:27]([CH3:33])=[CH:26][N:25]=4)[N:20]=[C:12]([C:11]=23)[CH:13]=1)(=[O:52])=[O:51]. The yield is 0.690. (5) The reactants are [O-]P([O-])([O-])=O.[K+].[K+].[K+].[NH:9]1[CH2:13][CH2:12][CH2:11][C:10]1=[O:14].I[C:16]1[CH:21]=[CH:20][CH:19]=[CH:18][CH:17]=1.C(O)CO. The catalyst is [Cu]I.CCCCCC.C(OCC)(=O)C.CC(O)C. The product is [C:16]1([N:9]2[CH2:13][CH2:12][CH2:11][C:10]2=[O:14])[CH:21]=[CH:20][CH:19]=[CH:18][CH:17]=1. The yield is 0.500. (6) The reactants are [CH3:1][O:2][C:3]1[CH:4]=[C:5]2[C:10](=[CH:11][C:12]=1[O:13][CH3:14])[N:9]=[CH:8][CH:7]=[C:6]2[O:15][C:16]1[CH:26]=[CH:25][C:19]([O:20][CH2:21][C:22](O)=[O:23])=[CH:18][CH:17]=1.CCN=C=NCCCN(C)C.Cl.C1C=CC2N(O)N=NC=2C=1.[Cl:49][C:50]1[CH:56]=[CH:55][C:53]([NH2:54])=[CH:52][CH:51]=1.C(=O)([O-])O.[Na+]. The catalyst is C(Cl)(Cl)Cl.O. The product is [Cl:49][C:50]1[CH:56]=[CH:55][C:53]([NH:54][C:22](=[O:23])[CH2:21][O:20][C:19]2[CH:18]=[CH:17][C:16]([O:15][C:6]3[C:5]4[C:10](=[CH:11][C:12]([O:13][CH3:14])=[C:3]([O:2][CH3:1])[CH:4]=4)[N:9]=[CH:8][CH:7]=3)=[CH:26][CH:25]=2)=[CH:52][CH:51]=1. The yield is 0.790. (7) The reactants are [Cl:1][C:2]1[C:12]([N:13]2[CH2:18][CH2:17][O:16][CH2:15][CH2:14]2)=[N:11][C:10]2[O:9][CH2:8][CH2:7][N:6](C(OC(C)(C)C)=O)[CH2:5][C:4]=2[CH:3]=1.[BrH:26].C(O)C. The catalyst is C(O)C. The product is [BrH:26].[Cl:1][C:2]1[C:12]([N:13]2[CH2:14][CH2:15][O:16][CH2:17][CH2:18]2)=[N:11][C:10]2[O:9][CH2:8][CH2:7][NH:6][CH2:5][C:4]=2[CH:3]=1. The yield is 0.250.